From a dataset of CYP2D6 inhibition data for predicting drug metabolism from PubChem BioAssay. Regression/Classification. Given a drug SMILES string, predict its absorption, distribution, metabolism, or excretion properties. Task type varies by dataset: regression for continuous measurements (e.g., permeability, clearance, half-life) or binary classification for categorical outcomes (e.g., BBB penetration, CYP inhibition). Dataset: cyp2d6_veith. (1) The drug is C[N+](C)(C)c1ncnc2c1ncn2[C@@H]1C[C@H](O)[C@@H](CO)O1. The result is 0 (non-inhibitor). (2) The result is 0 (non-inhibitor). The drug is O=C(CSc1nc2ccccc2c(=O)n1-c1ccc(Cl)cc1)c1ccco1. (3) The drug is COc1ccc(S(=O)(=O)N2CCCCCC2)cc1N(C)S(=O)(=O)c1ccc(Cl)cc1. The result is 0 (non-inhibitor). (4) The compound is Oc1cccnc1CN1CCCCC1. The result is 0 (non-inhibitor). (5) The compound is O=C(O)[C@H](Cc1ccccc1)N1C(=O)c2ccccc2C1=O. The result is 0 (non-inhibitor). (6) The drug is CCCCN(CCCC)c1nc(OC)nc(-n2nnc(C(C)=O)c2C)n1. The result is 0 (non-inhibitor).